From a dataset of Full USPTO retrosynthesis dataset with 1.9M reactions from patents (1976-2016). Predict the reactants needed to synthesize the given product. (1) Given the product [Cl:22][C:19]1[CH:20]=[CH:21][C:16]([C:8]2[C:7](=[O:23])[N:6]([CH2:5][C:4]([OH:24])=[O:3])[C:10]3([CH2:15][CH2:14][CH2:13][CH2:12][CH2:11]3)[N:9]=2)=[CH:17][CH:18]=1, predict the reactants needed to synthesize it. The reactants are: C([O:3][C:4](=[O:24])[CH2:5][N:6]1[C:10]2([CH2:15][CH2:14][CH2:13][CH2:12][CH2:11]2)[N:9]=[C:8]([C:16]2[CH:21]=[CH:20][C:19]([Cl:22])=[CH:18][CH:17]=2)[C:7]1=[O:23])C.[OH-].[Na+]. (2) Given the product [NH2:1][CH2:4][C:5]1[C:6]([CH3:21])=[N:7][C:8]([O:19][CH3:20])=[CH:9][C:10]=1[OH:11], predict the reactants needed to synthesize it. The reactants are: [N:1]([CH2:4][C:5]1[C:6]([CH3:21])=[N:7][C:8]([O:19][CH3:20])=[CH:9][C:10]=1[O:11]CC1C=CC=CC=1)=[N+]=[N-]. (3) Given the product [CH2:1]([O:8][C:9]1[C:14]2[CH:15]=[C:16]([C:18]3[N:29]=[C:27]4[N:26]([CH:19]=3)[N:25]=[C:24]([Br:23])[S:28]4)[O:17][C:13]=2[CH:12]=[C:11]([F:22])[CH:10]=1)[C:2]1[CH:7]=[CH:6][CH:5]=[CH:4][CH:3]=1, predict the reactants needed to synthesize it. The reactants are: [CH2:1]([O:8][C:9]1[C:14]2[CH:15]=[C:16]([C:18](=O)[CH2:19]Br)[O:17][C:13]=2[CH:12]=[C:11]([F:22])[CH:10]=1)[C:2]1[CH:7]=[CH:6][CH:5]=[CH:4][CH:3]=1.[Br:23][C:24]1[S:28][C:27]([NH2:29])=[N:26][N:25]=1. (4) Given the product [CH2:32]([NH:39][C:22](=[O:23])[C:21]1[CH:25]=[CH:26][C:18]([C:16]2[CH:15]=[N:14][C:10]3[NH:11][CH2:12][CH2:13][N:8]([CH2:7][C:6]4[CH:27]=[C:2]([Cl:1])[CH:3]=[CH:4][C:5]=4[C:28]([F:31])([F:29])[F:30])[C:9]=3[CH:17]=2)=[CH:19][CH:20]=1)[C:33]1[CH:38]=[CH:37][CH:36]=[CH:35][CH:34]=1, predict the reactants needed to synthesize it. The reactants are: [Cl:1][C:2]1[CH:3]=[CH:4][C:5]([C:28]([F:31])([F:30])[F:29])=[C:6]([CH:27]=1)[CH2:7][N:8]1[CH2:13][CH2:12][NH:11][C:10]2[N:14]=[CH:15][C:16]([C:18]3[CH:26]=[CH:25][C:21]([C:22](O)=[O:23])=[CH:20][CH:19]=3)=[CH:17][C:9]1=2.[CH2:32]([NH2:39])[C:33]1[CH:38]=[CH:37][CH:36]=[CH:35][CH:34]=1.